Binary Classification. Given a miRNA mature sequence and a target amino acid sequence, predict their likelihood of interaction. From a dataset of Experimentally validated miRNA-target interactions with 360,000+ pairs, plus equal number of negative samples. (1) The miRNA is hsa-miR-96-3p with sequence AAUCAUGUGCAGUGCCAAUAUG. The protein sequence of the target gene is MAQLLNSILSVIDVFHKYAKGNGDCALLCKEELKQLLLAEFGDILQRPNDPETVETILNLLDQDRDGHIDFHEYLLLVFQLVQACYHKLDNKSHGGRTSQQERGQEGAQDCKFPGNTGRQHRQRHEEERQNSHHSQPERQDGDSHHGQPERQDRDSHHGQSEKQDRDSHHSQPERQDRDSHHNQSERQDKDFSFDQSERQSQDSSSGKKVSHKSTSGQAKWQGHIFALNRCEKPIQDSHYGQSERHTQQSETLGQASHFNQTNQQKSGSYCGQSERLGQELGCGQTDRQGQSSHYGQTDR.... Result: 0 (no interaction). (2) The miRNA is rno-miR-99a-5p with sequence AACCCGUAGAUCCGAUCUUGUG. The protein sequence of the target gene is MATQAHSLSYAGCNFLRQRLVLSTLSGRPVKIRKIRARDDNPGLRDFEASFIRLLDKITNGSRIEINQTGTTLYYQPGLLYGGSVEHDCSVLRGIGYYLESLLCLAPFMKHPLKIVLRGVTNDQVDPSVDVLKATALPLLKQFGIDGESFELKIVRRGMPPGGGGEVVFSCPVRKVLKPIQLTDPGKIKRIRGMAYSVRVSPQMANRIVDSARSILNKFIPDIYIYTDHMKGVNSGKSPGFGLSLVAETTSGTFLSAELASNPQGQGAAVLPEDLGRNCARLLLEEIYRGGCVDSTNQSL.... Result: 0 (no interaction). (3) The miRNA is dre-miR-125b-5p with sequence UCCCUGAGACCCUAACUUGUGA. The protein sequence of the target gene is MAELTNYKDAASNRHLRFKLQSLSRRLDELEEATKNLQRAEDELLDLQDKVIQAEGSDSSTLAEIEVLRQRVLKIEGKDEEIKRAEDLCHTMKEKLEEEENLTRELKSEIERLQKRMVDLEKLEEALSRSKNECSQLCLSLNEERNLTKKISSELEMLRVKVKELESSEDRLDKTEQSLVSELEKLKSLTLSFVNERKYLNEKEKENEKIIKELTQKLEQNKKMNRDHMRNASTFLERNDLRIEDGISSTLSSKESKRKGSLDYLKQVENETRDKSENEKNRNQEDNKVKDLNQEIEKLK.... Result: 0 (no interaction). (4) The miRNA is hsa-miR-548aw with sequence GUGCAAAAGUCAUCACGGUU. The protein sequence of the target gene is MADQRQRSLSTSGESLYHVLGLDKNATSDDIKKSYRKLALKYHPDKNPDNPEAADKFKEINNAHAILTDATKRNIYDKYGSLGLYVAEQFGEENVNTYFVLSSWWAKALFVFCGLLTCCYCCCCLCCCFNCCCGKCKPKAPEGEETEFYVSPEDLEAQLQSDEREATDTPIVIQPASATETTQLTADSHPSYHTDGFN. Result: 0 (no interaction). (5) The miRNA is ath-miR173-5p with sequence UUCGCUUGCAGAGAGAAAUCAC. The protein sequence of the target gene is MTSSYSSSSCPLGCTMAPGARNVSVSPIDIGCQPGAEANIAPMCLLANVAHANRVRVGSTPLGRPSLCLPPTCHTACPLPGTCHIPGNIGICGAYGENTLNGHEKETMQFLNDRLANYLEKVRQLEQENAELEATLLERSKCHESTVCPDYQSYFHTIEELQQKILCSKAENARLIVQIDNAKLAADDFRIKLESERSLRQLVEADKCGTQKLLDDATLAKADLEAQQESLKEEQLSLKSNHEQEVKILRSQLGEKLRIELDIEPTIDLNRVLGEMRAQYEAMLETNRQDVEQWFQAQSE.... Result: 0 (no interaction). (6) The miRNA is ath-miR396b-5p with sequence UUCCACAGCUUUCUUGAACUU. The protein sequence of the target gene is MSGRSRGRKSSRAKGRGKGRARARVRAAAEDAWHDEKPPQSPRLGEDSAAAQVQAGAAQGGAEPAELREEAACRLPLDCGLALRARAADERGLAAPDPDLERARSLAERLTSDTSFVGTVGALAKLRRGSRIGNRRVPGRKAPDTRSATGRGPQATVSGKPKMASAGLCAAAPVGEEKKMTEKHAGAGSPATVGSMDTLETVQLKLETMNAQADRAYLRLSRKFGQLRLHHLERRNLLIQSIPGFWGQAFQNHPQLSAFLNTKDKEVLSYLNRLEVEELGLARLGYKIKFYFGRNPYFQN.... Result: 0 (no interaction). (7) The miRNA is cel-miR-49-3p with sequence AAGCACCACGAGAAGCUGCAGA. The protein sequence of the target gene is MDQKLSKLVEELTTSGEPRLNPEKMKELKKICKSSEEQLSRAYRLLIAQLTQEHAEIRLSAFQIVEELFVRSHQFRMLVVSNFQEFLELTLGTDPAQPLPPPREAAQRLRQATTRAVEGWNEKFGEAYKKLALGYHFLRHNKKVDFQDTNARSLAERKREEEKQKHLDKIYQERASQAEREMQEMSGEIESCLTEVESCFRLLVPFDFDPNPETESLGMASGMSDALRSSCAGQVGPCRSGTPDPRDGEQPCCSRDLPASAGHPRAGGGAQPSQTATGDPSDEDEDSDLEEFVRSHGLGS.... Result: 0 (no interaction). (8) The miRNA is hsa-miR-4649-5p with sequence UGGGCGAGGGGUGGGCUCUCAGAG. The protein sequence of the target gene is MENHKSNNKENITIVDISRKINQLPEAERNLLENGSVYVGLNAALCGLIANSLFRRILNVTKARIAAGLPMAGIPFLTTDLTYRCFVSFPLNTGDLDCETCTITRSGLTGLVIGGLYPVFLAIPVNGGLAARYQSALLPHKGNILSYWIRTSKPVFRKMLFPILLQTMFSAYLGSEQYKLLIKALQLSEPGKEIH. Result: 0 (no interaction). (9) The miRNA is mmu-miR-690 with sequence AAAGGCUAGGCUCACAACCAAA. The protein sequence of the target gene is MVQKKFCPRLLDYLVIVGARHPSSDSVAQTPELLRRYPLEDHPEFPLPPDVVFFCQPEGCLSVRQRRMSLRDDTSFVFTLTDKDTGVTRYGICVNFYRSFQKRMPKEKVEGGAGPRGKEGAHTSGASEEAATGSSESGSTLQPPSADSTPDINQSPWGKRRAKAGSRSRNSTLTSLCVLSHYPFFSTFRECLYTLKRLVDCCSERLLGKKLGIPRGVQRDTMWRIFTGSLLVEEKSSALLQDLREIEAWIYRLLRSPVPVSGQKRVDIEVLPQELQQALTFALPDPSRFTLVDFPLHLPL.... Result: 1 (interaction).